Task: Predict the product of the given reaction.. Dataset: Forward reaction prediction with 1.9M reactions from USPTO patents (1976-2016) Given the reactants [F:1][C:2]1[C:7]([O:8][CH3:9])=[CH:6][C:5]([O:10][CH3:11])=[C:4]([F:12])[C:3]=1[N:13]1[CH2:22][C:21]2[CH:20]=[N:19][C:18]3[N:23]([CH2:26][O:27][CH2:28][CH2:29][Si:30]([CH3:33])([CH3:32])[CH3:31])[CH:24]=[CH:25][C:17]=3[C:16]=2[CH2:15][C:14]1=O.[C:35](=[O:38])([O-])[O-].[Cs+].[Cs+].[CH3:41]I, predict the reaction product. The product is: [F:1][C:2]1[C:7]([O:8][CH3:9])=[CH:6][C:5]([O:10][CH3:11])=[C:4]([F:12])[C:3]=1[N:13]1[CH2:22][C:21]2[CH:20]=[N:19][C:18]3[N:23]([CH2:26][O:27][CH2:28][CH2:29][Si:30]([CH3:32])([CH3:33])[CH3:31])[CH:24]=[CH:25][C:17]=3[C:16]=2[C:15]([CH3:41])([CH3:14])[C:35]1=[O:38].